Dataset: Full USPTO retrosynthesis dataset with 1.9M reactions from patents (1976-2016). Task: Predict the reactants needed to synthesize the given product. (1) Given the product [F:19][C:18]1[C:10]([N:4]2[CH:5]=[C:6]([CH:7]=[O:8])[C:2]([CH3:1])=[N:3]2)=[C:11]([CH:15]=[CH:16][CH:17]=1)[C:12]([NH2:14])=[O:13], predict the reactants needed to synthesize it. The reactants are: [CH3:1][C:2]1[C:6]([CH:7]=[O:8])=[CH:5][NH:4][N:3]=1.F[C:10]1[C:18]([F:19])=[CH:17][CH:16]=[CH:15][C:11]=1[C:12]([NH2:14])=[O:13].CC(C)([O-])C.[K+].N1C=CC=N1. (2) Given the product [F:36][C:2]([CH3:29])([CH3:28])[CH2:3][N:4]1[CH2:9][CH2:8][CH:7]([CH2:10][O:11][C:12]2[CH:17]=[CH:16][C:15]([C:18]3[N:19]=[CH:20][C:21]([C:24]([O:26][CH3:27])=[O:25])=[N:22][CH:23]=3)=[CH:14][CH:13]=2)[CH2:6][CH2:5]1, predict the reactants needed to synthesize it. The reactants are: O[C:2]([CH3:29])([CH3:28])[CH2:3][N:4]1[CH2:9][CH2:8][CH:7]([CH2:10][O:11][C:12]2[CH:17]=[CH:16][C:15]([C:18]3[N:19]=[CH:20][C:21]([C:24]([O:26][CH3:27])=[O:25])=[N:22][CH:23]=3)=[CH:14][CH:13]=2)[CH2:6][CH2:5]1.CCN(S(F)(F)[F:36])CC.O. (3) Given the product [O:1]1[C:5]2[CH:6]=[CH:7][CH:8]=[C:9]([C@H:10]([NH:12][C@H:13]3[CH2:17][CH2:16][C@@H:15]([C:18]4[CH:23]=[CH:22][C:21]([CH2:24][C:25]([NH:29][CH2:30][CH2:31][S:32](=[O:34])(=[O:33])[NH2:35])=[O:26])=[CH:20][CH:19]=4)[CH2:14]3)[CH3:11])[C:4]=2[O:3][CH2:2]1, predict the reactants needed to synthesize it. The reactants are: [O:1]1[C:5]2[CH:6]=[CH:7][CH:8]=[C:9]([C@H:10]([NH:12][C@H:13]3[CH2:17][CH2:16][C@@H:15]([C:18]4[CH:23]=[CH:22][C:21]([CH2:24][C:25](O)=[O:26])=[CH:20][CH:19]=4)[CH2:14]3)[CH3:11])[C:4]=2[O:3][CH2:2]1.Cl.[NH2:29][CH2:30][CH2:31][S:32]([NH2:35])(=[O:34])=[O:33]. (4) Given the product [Cl:36][C:33]1[CH:32]=[CH:31][C:30]([N:23]([CH2:22][C@@H:10]2[C@H:11]([C:13]3[CH:18]=[CH:17][CH:16]=[C:15]([CH:19]([CH3:21])[CH3:20])[CH:14]=3)[CH2:12][NH:8][CH2:9]2)[C:24]2[CH:25]=[CH:26][CH:27]=[CH:28][CH:29]=2)=[CH:35][CH:34]=1, predict the reactants needed to synthesize it. The reactants are: C(OC([N:8]1[CH2:12][C@@H:11]([C:13]2[CH:18]=[CH:17][CH:16]=[C:15]([CH:19]([CH3:21])[CH3:20])[CH:14]=2)[C@H:10]([CH2:22][N:23]([C:30]2[CH:35]=[CH:34][C:33]([Cl:36])=[CH:32][CH:31]=2)[C:24]2[CH:29]=[CH:28][CH:27]=[CH:26][CH:25]=2)[CH2:9]1)=O)(C)(C)C. (5) Given the product [CH3:38][O:37][C:26]1[C:27]2[C:32](=[CH:31][CH:30]=[CH:29][CH:28]=2)[C:33]([O:35][CH3:36])=[CH:34][C:25]=1[CH2:24][O:1][CH:2]1[CH:7]([C:8]2[CH:9]=[N:10][C:11]([S:14][CH3:15])=[CH:12][CH:13]=2)[CH2:6][CH2:5][N:4]([C:16]([O:18][C:19]([CH3:22])([CH3:21])[CH3:20])=[O:17])[CH2:3]1, predict the reactants needed to synthesize it. The reactants are: [OH:1][CH:2]1[CH:7]([C:8]2[CH:9]=[N:10][C:11]([S:14][CH3:15])=[CH:12][CH:13]=2)[CH2:6][CH2:5][N:4]([C:16]([O:18][C:19]([CH3:22])([CH3:21])[CH3:20])=[O:17])[CH2:3]1.Cl[CH2:24][C:25]1[CH:34]=[C:33]([O:35][CH3:36])[C:32]2[C:27](=[CH:28][CH:29]=[CH:30][CH:31]=2)[C:26]=1[O:37][CH3:38]. (6) Given the product [CH2:1]([NH:4][C:5]([C:7]1([CH2:20][CH2:21][CH2:22][CH2:23][N:28]2[CH2:29][CH2:30][N:25]([C:31]3[CH:40]=[CH:39][C:38]4[C:33](=[CH:34][CH:35]=[CH:36][CH:37]=4)[N:32]=3)[CH2:26][CH2:27]2)[C:19]2[CH:18]=[CH:17][CH:16]=[CH:15][C:14]=2[C:13]2[C:8]1=[CH:9][CH:10]=[CH:11][CH:12]=2)=[O:6])[CH2:2][CH3:3], predict the reactants needed to synthesize it. The reactants are: [CH2:1]([NH:4][C:5]([C:7]1([CH2:20][CH2:21][CH2:22][CH2:23]Br)[C:19]2[CH:18]=[CH:17][CH:16]=[CH:15][C:14]=2[C:13]2[C:8]1=[CH:9][CH:10]=[CH:11][CH:12]=2)=[O:6])[CH2:2][CH3:3].[N:25]1([C:31]2[CH:40]=[CH:39][C:38]3[C:33](=[CH:34][CH:35]=[CH:36][CH:37]=3)[N:32]=2)[CH2:30][CH2:29][NH:28][CH2:27][CH2:26]1. (7) The reactants are: [NH2:1][CH2:2][C:3]1([OH:25])[CH2:8][CH2:7][CH2:6][CH2:5][CH:4]1[N:9]1[C:13]([C:14]2[CH:19]=[CH:18][CH:17]=[CH:16][CH:15]=2)=[C:12]([C:20]([O:22][CH2:23][CH3:24])=[O:21])[N:11]=[CH:10]1.C(N(CC)CC)C.Cl[C:34]([O:36][CH2:37][CH3:38])=[O:35]. Given the product [CH2:37]([O:36][C:34]([NH:1][CH2:2][C:3]1([OH:25])[CH2:8][CH2:7][CH2:6][CH2:5][CH:4]1[N:9]1[C:13]([C:14]2[CH:19]=[CH:18][CH:17]=[CH:16][CH:15]=2)=[C:12]([C:20]([O:22][CH2:23][CH3:24])=[O:21])[N:11]=[CH:10]1)=[O:35])[CH3:38], predict the reactants needed to synthesize it. (8) The reactants are: C(O)(C(F)(F)F)=O.[F:8][C:9]1[CH:10]=[C:11]([C:15]2[C:16]([N:33]3[CH2:38][CH2:37][N:36](C(OC(C)(C)C)=O)[CH2:35][CH2:34]3)=[C:17]3[CH:23]=[N:22][N:21](CC4C=CC(OC)=CC=4)[C:18]3=[N:19][CH:20]=2)[CH:12]=[CH:13][CH:14]=1.C(Cl)[Cl:47]. Given the product [ClH:47].[ClH:47].[F:8][C:9]1[CH:10]=[C:11]([C:15]2[C:16]([N:33]3[CH2:38][CH2:37][NH:36][CH2:35][CH2:34]3)=[C:17]3[CH:23]=[N:22][NH:21][C:18]3=[N:19][CH:20]=2)[CH:12]=[CH:13][CH:14]=1, predict the reactants needed to synthesize it. (9) Given the product [CH:17]1([CH2:20][O:21][C:22]2[CH:23]=[CH:24][C:25]([F:28])=[CH:26][C:27]=2[C:14]2[CH:13]=[CH:12][N:11]=[C:10]3[C:6]([C:4]([O:3][CH2:1][CH3:2])=[O:5])=[C:7]([CH3:16])[NH:8][C:9]=23)[CH2:18][CH2:19]1, predict the reactants needed to synthesize it. The reactants are: [CH2:1]([O:3][C:4]([C:6]1[C:10]2=[N:11][CH:12]=[CH:13][C:14](Cl)=[C:9]2[NH:8][C:7]=1[CH3:16])=[O:5])[CH3:2].[CH:17]1([CH2:20][O:21][C:22]2[CH:27]=[CH:26][C:25]([F:28])=[CH:24][C:23]=2B2OC(C)(C)C(C)(C)O2)[CH2:19][CH2:18]1.